Task: Predict the product of the given reaction.. Dataset: Forward reaction prediction with 1.9M reactions from USPTO patents (1976-2016) Given the reactants [OH-].[Li+].[F:3][C:4]1[CH:5]=[C:6]([NH:11][C:12]2[N:21]=[CH:20][CH:19]=[CH:18][C:13]=2[C:14]([O:16]C)=[O:15])[CH:7]=[CH:8][C:9]=1[CH3:10], predict the reaction product. The product is: [F:3][C:4]1[CH:5]=[C:6]([NH:11][C:12]2[N:21]=[CH:20][CH:19]=[CH:18][C:13]=2[C:14]([OH:16])=[O:15])[CH:7]=[CH:8][C:9]=1[CH3:10].